This data is from Forward reaction prediction with 1.9M reactions from USPTO patents (1976-2016). The task is: Predict the product of the given reaction. (1) The product is: [C:3]([C:2]#[N:1])([CH3:4])=[O:30].[N:1]1[CH:6]=[CH:5][CH:4]=[CH:3][C:2]=1[C:7]1[C:11]([C:12]2[C:21]3[C:16](=[CH:17][CH:18]=[CH:19][CH:20]=3)[N:15]=[CH:14][CH:13]=2)=[CH:10][N:9]([CH2:22][CH2:29][C:28]([OH:31])=[O:30])[N:8]=1. Given the reactants [N:1]1[CH:6]=[CH:5][CH:4]=[CH:3][C:2]=1[C:7]1[C:11]([C:12]2[C:21]3[C:16](=[CH:17][CH:18]=[CH:19][CH:20]=3)[N:15]=[CH:14][CH:13]=2)=[CH:10][N:9]([CH2:22]CC#N)[N:8]=1.[OH-].[Na+].[C:28]([OH:31])(=[O:30])[CH3:29], predict the reaction product. (2) Given the reactants [C:1]([O:5][C:6]([N:8]1[CH2:13][CH2:12][O:11][CH2:10][C@H:9]1[C:14]([OH:16])=O)=[O:7])([CH3:4])([CH3:3])[CH3:2].[NH2:17][C:18]1[S:19][CH:20]=[C:21]([C:23]2[CH:34]=[CH:33][C:26]([C:27]([NH:29][CH:30]3[CH2:32][CH2:31]3)=[O:28])=[CH:25][CH:24]=2)[N:22]=1.C(N=C=NC(C)C)(C)C.C(#N)C, predict the reaction product. The product is: [C:1]([O:5][C:6]([N:8]1[CH2:13][CH2:12][O:11][CH2:10][C@H:9]1[C:14](=[O:16])[NH:17][C:18]1[S:19][CH:20]=[C:21]([C:23]2[CH:24]=[CH:25][C:26]([C:27](=[O:28])[NH:29][CH:30]3[CH2:32][CH2:31]3)=[CH:33][CH:34]=2)[N:22]=1)=[O:7])([CH3:2])([CH3:3])[CH3:4].